From a dataset of Reaction yield outcomes from USPTO patents with 853,638 reactions. Predict the reaction yield, written as a fraction of the theoretical maximum amount of product (1.0 means a 100% yield; for example, 0.34 means a 34% yield). (1) The reactants are C[O:2][CH:3](OC)[CH2:4][N:5]1[C:13]2[C:8](=[CH:9][CH:10]=[CH:11][C:12]=2[C:14]([O:16][CH3:17])=[O:15])[CH:7]=[CH:6]1.Cl. The catalyst is C1COCC1. The product is [O:2]=[CH:3][CH2:4][N:5]1[C:13]2[C:8](=[CH:9][CH:10]=[CH:11][C:12]=2[C:14]([O:16][CH3:17])=[O:15])[CH:7]=[CH:6]1. The yield is 0.870. (2) The catalyst is C1COCC1. The reactants are [C:1]([N:8]1[CH2:13][CH2:12][NH:11][C:10](=[O:14])[CH2:9]1)([O:3][C:4]([CH3:7])([CH3:6])[CH3:5])=[O:2].C([Li])CCC.B(F)(F)F.[CH2:24]([CH:26]1[O:28][CH2:27]1)[Cl:25]. The product is [Cl:25][CH2:24][CH:26]([OH:28])[CH2:27][N:11]1[CH2:12][CH2:13][N:8]([C:1]([O:3][C:4]([CH3:7])([CH3:6])[CH3:5])=[O:2])[CH2:9][C:10]1=[O:14]. The yield is 0.450. (3) The product is [CH:18]1([C:22]2[CH:26]=[C:25]([CH2:27][NH:28][C:2]3[N:7]=[C:6]([NH:8][C:9]4[CH:13]=[C:12]([O:14][CH:15]([CH3:17])[CH3:16])[NH:11][N:10]=4)[CH:5]=[CH:4][N:3]=3)[O:24][N:23]=2)[CH2:19][CH2:20][CH2:21]1. The reactants are Cl[C:2]1[N:7]=[C:6]([NH:8][C:9]2[NH:10][N:11]=[C:12]([O:14][CH:15]([CH3:17])[CH3:16])[CH:13]=2)[CH:5]=[CH:4][N:3]=1.[CH:18]1([C:22]2[CH:26]=[C:25]([CH2:27][NH2:28])[O:24][N:23]=2)[CH2:21][CH2:20][CH2:19]1. The catalyst is C(O)C. The yield is 0.220. (4) The reactants are [C:1]([N:4]1[C:12]2[C:7](=[CH:8][C:9]([O:13][CH3:14])=[CH:10][CH:11]=2)[CH2:6][C@H:5]1[CH3:15])(=[O:3])[CH3:2].[N:16]([O-:18])=[O:17].[Na+].O. The catalyst is C(O)(C(F)(F)F)=O. The product is [C:1]([N:4]1[C:12]2[C:7](=[CH:8][C:9]([O:13][CH3:14])=[C:10]([N+:16]([O-:18])=[O:17])[CH:11]=2)[CH2:6][C@H:5]1[CH3:15])(=[O:3])[CH3:2]. The yield is 0.700. (5) The reactants are [C:1]([O:5][C:6](=[O:27])[NH:7][C:8]([CH3:26])([CH3:25])[CH2:9][C:10]1[C:18]2[C:13](=[C:14]([CH:19]=[CH:20][S:21]([CH3:24])(=[O:23])=[O:22])[CH:15]=[CH:16][CH:17]=2)[NH:12][CH:11]=1)([CH3:4])([CH3:3])[CH3:2]. The catalyst is CO.[Pd]. The product is [C:1]([O:5][C:6](=[O:27])[NH:7][C:8]([CH3:26])([CH3:25])[CH2:9][C:10]1[C:18]2[C:13](=[C:14]([CH2:19][CH2:20][S:21]([CH3:24])(=[O:23])=[O:22])[CH:15]=[CH:16][CH:17]=2)[NH:12][CH:11]=1)([CH3:3])([CH3:4])[CH3:2]. The yield is 0.800. (6) The reactants are BrCC1[C:4]([C:16]2[CH:21]=[CH:20][CH:19]=[CH:18][CH:17]=2)=[N:5][C:6]2[C:11]([C:12]=1[C:13]([OH:15])=O)=[CH:10][CH:9]=[CH:8][CH:7]=2.[C:22]([Cl:27])(=O)[C:23](Cl)=O.Cl.[C:29]1([N:35]([C:37]([O:39][CH3:40])=[O:38])[NH2:36])[CH:34]=[CH:33][CH:32]=[CH:31][CH:30]=1. The catalyst is C(Cl)Cl.CN(C=O)C. The product is [CH3:40][O:39][C:37]([N:35]([C:29]1[CH:34]=[CH:33][CH:32]=[CH:31][CH:30]=1)[NH:36][C:13]([C:12]1[C:11]2[C:6](=[CH:7][CH:8]=[CH:9][CH:10]=2)[N:5]=[C:4]([C:16]2[CH:17]=[CH:18][CH:19]=[CH:20][CH:21]=2)[C:23]=1[CH2:22][Cl:27])=[O:15])=[O:38]. The yield is 0.330. (7) The reactants are C(OC(=O)[NH:10][C@@H:11]([CH3:25])[CH2:12][NH:13][C:14]1[CH:19]=[CH:18][C:17]([O:20][C:21]([F:24])([F:23])[F:22])=[CH:16][CH:15]=1)C1C=CC=CC=1. The catalyst is C(O)C.[Pd]. The product is [F:22][C:21]([F:23])([F:24])[O:20][C:17]1[CH:16]=[CH:15][C:14]([NH:13][CH2:12][C@@H:11]([NH2:10])[CH3:25])=[CH:19][CH:18]=1. The yield is 0.720.